This data is from Full USPTO retrosynthesis dataset with 1.9M reactions from patents (1976-2016). The task is: Predict the reactants needed to synthesize the given product. (1) Given the product [CH2:1]([NH:13][C:22](=[O:21])[C:23]1[CH:28]=[C:27]([C:29]2[CH:34]=[CH:33][C:32]([F:35])=[C:31]([Cl:36])[CH:30]=2)[C:26]([O:37][CH2:38][CH2:39][OH:40])=[C:25]([Br:41])[CH:24]=1)[CH2:2][CH2:3][CH2:4][CH2:5][CH2:6][CH2:7][CH2:8][CH2:9][CH2:10][CH2:11][CH3:12], predict the reactants needed to synthesize it. The reactants are: [CH2:1]([NH2:13])[CH2:2][CH2:3][CH2:4][CH2:5][CH2:6][CH2:7][CH2:8][CH2:9][CH2:10][CH2:11][CH3:12].[Li]CCCC.C([O:21][C:22](=O)[C:23]1[CH:28]=[C:27]([C:29]2[CH:34]=[CH:33][C:32]([F:35])=[C:31]([Cl:36])[CH:30]=2)[C:26]([O:37][CH2:38][CH2:39][OH:40])=[C:25]([Br:41])[CH:24]=1)C. (2) Given the product [CH3:16][O:15][C:13](=[O:14])[C:12]([NH:4][C:3]1[CH:5]=[CH:6][C:7]([O:9][CH3:10])=[CH:8][C:2]=1[Br:1])=[CH:11][C:17]([O:19][CH3:20])=[O:18], predict the reactants needed to synthesize it. The reactants are: [Br:1][C:2]1[CH:8]=[C:7]([O:9][CH3:10])[CH:6]=[CH:5][C:3]=1[NH2:4].[C:11]([C:17]([O:19][CH3:20])=[O:18])#[C:12][C:13]([O:15][CH3:16])=[O:14].C(O)C. (3) Given the product [NH2:36][C:5]1[CH:4]=[C:3]([F:2])[C:22]([N:23]2[C:28](=[O:29])[CH:27]=[C:26]([C:30]([F:31])([F:33])[F:32])[N:25]([CH3:34])[C:24]2=[O:35])=[CH:21][C:6]=1[O:7][C:8]1[C:9]([O:14][CH:15]([C:17]([O:19][CH3:20])=[O:18])[CH3:16])=[N:10][CH:11]=[CH:12][CH:13]=1, predict the reactants needed to synthesize it. The reactants are: O.[F:2][C:3]1[C:22]([N:23]2[C:28](=[O:29])[CH:27]=[C:26]([C:30]([F:33])([F:32])[F:31])[N:25]([CH3:34])[C:24]2=[O:35])=[CH:21][C:6]([O:7][C:8]2[C:9]([O:14][CH:15]([C:17]([O:19][CH3:20])=[O:18])[CH3:16])=[N:10][CH:11]=[CH:12][CH:13]=2)=[C:5]([N+:36]([O-])=O)[CH:4]=1. (4) Given the product [C:10]([O:14][C:15](=[O:31])[CH2:16][C@@H:17]([CH2:29][S:7][C:1]1[CH:6]=[CH:5][CH:4]=[CH:3][CH:2]=1)[NH:18][C:19]([O:21][CH2:22][C:23]1[CH:24]=[CH:25][CH:26]=[CH:27][CH:28]=1)=[O:20])([CH3:13])([CH3:11])[CH3:12], predict the reactants needed to synthesize it. The reactants are: [C:1]1([SH:7])[CH:6]=[CH:5][CH:4]=[CH:3][CH:2]=1.[H-].[Na+].[C:10]([O:14][C:15](=[O:31])[CH2:16][C@@H:17]([CH2:29]I)[NH:18][C:19]([O:21][CH2:22][C:23]1[CH:28]=[CH:27][CH:26]=[CH:25][CH:24]=1)=[O:20])([CH3:13])([CH3:12])[CH3:11].O.